Dataset: Catalyst prediction with 721,799 reactions and 888 catalyst types from USPTO. Task: Predict which catalyst facilitates the given reaction. (1) Reactant: [CH3:1][CH:2]1[CH2:11][CH2:10][C:9]2[C:4](=[N:5][C:6]([CH3:12])=[CH:7][CH:8]=2)[NH:3]1.[C:13](O[C:13]([O:15][C:16]([CH3:19])([CH3:18])[CH3:17])=[O:14])([O:15][C:16]([CH3:19])([CH3:18])[CH3:17])=[O:14]. Product: [CH3:12][CH:6]1[CH2:7][CH2:8][C:9]2[C:4](=[N:3][C:2]([CH3:1])=[CH:11][CH:10]=2)[N:5]1[C:13]([O:15][C:16]([CH3:19])([CH3:18])[CH3:17])=[O:14]. The catalyst class is: 6. (2) The catalyst class is: 12. Reactant: [N:1]1[CH:6]=[CH:5][CH:4]=[CH:3][C:2]=1[CH:7]1[CH2:12][CH2:11][N:10](C(OC(C)(C)C)=O)[CH2:9][CH2:8]1.Cl. Product: [NH:10]1[CH2:11][CH2:12][CH:7]([C:2]2[CH:3]=[CH:4][CH:5]=[CH:6][N:1]=2)[CH2:8][CH2:9]1. (3) Reactant: [Cl:1][C:2]1[N:7]=[C:6](Cl)[C:5]([Cl:9])=[CH:4][N:3]=1.[NH2:10][CH:11]1[CH2:16][CH2:15][N:14]([C:17]2[CH:24]=[CH:23][C:20]([C:21]#[N:22])=[CH:19][N:18]=2)[CH2:13][CH2:12]1.C(N(CC)CC)C. Product: [Cl:1][C:2]1[N:7]=[C:6]([NH:10][CH:11]2[CH2:16][CH2:15][N:14]([C:17]3[CH:24]=[CH:23][C:20]([C:21]#[N:22])=[CH:19][N:18]=3)[CH2:13][CH2:12]2)[C:5]([Cl:9])=[CH:4][N:3]=1. The catalyst class is: 32. (4) Reactant: [OH:1][N:2]=[C:3]([C:5]1[CH:6]=[C:7]([CH:11]=[CH:12][CH:13]=1)[C:8]([OH:10])=[O:9])[NH2:4].[F:14][C:15]([F:26])([F:25])[C:16](O[C:16](=O)[C:15]([F:26])([F:25])[F:14])=O.Cl. Product: [F:14][C:15]([F:26])([F:25])[C:16]1[O:1][N:2]=[C:3]([C:5]2[CH:6]=[C:7]([CH:11]=[CH:12][CH:13]=2)[C:8]([OH:10])=[O:9])[N:4]=1. The catalyst class is: 17. (5) Reactant: [Br:1][C:2]1[CH:7]=[CH:6][C:5]([Cl:8])=[CH:4][C:3]=1[CH2:9][OH:10].[H-].[Na+].CI.[C:15](OCC)(=O)C. Product: [Br:1][C:2]1[CH:7]=[CH:6][C:5]([Cl:8])=[CH:4][C:3]=1[CH2:9][O:10][CH3:15]. The catalyst class is: 1. (6) The catalyst class is: 64. Product: [O:1]1[CH2:5][CH2:4][O:3][CH:2]1[CH2:6][C:7]1[CH:15]=[CH:14][C:10]([C:11]([O:13][C@H:24]([C:26]2[CH:31]=[CH:30][C:29]([O:32][CH3:33])=[C:28]([O:34][CH3:35])[CH:27]=2)[CH2:23][C:22]2[C:21]([Cl:36])=[CH:20][N+:19]([O-:37])=[CH:18][C:17]=2[Cl:16])=[O:12])=[CH:9][CH:8]=1. Reactant: [O:1]1[CH2:5][CH2:4][O:3][CH:2]1[CH2:6][C:7]1[CH:15]=[CH:14][C:10]([C:11]([OH:13])=[O:12])=[CH:9][CH:8]=1.[Cl:16][C:17]1[CH:18]=[N+:19]([O-:37])[CH:20]=[C:21]([Cl:36])[C:22]=1[CH2:23][C@@H:24]([C:26]1[CH:31]=[CH:30][C:29]([O:32][CH3:33])=[C:28]([O:34][CH3:35])[CH:27]=1)O.CCN=C=NCCCN(C)C.Cl.O.